Dataset: Full USPTO retrosynthesis dataset with 1.9M reactions from patents (1976-2016). Task: Predict the reactants needed to synthesize the given product. (1) The reactants are: C1C=CC(P(C2C(C3C(P(C4C=CC=CC=4)C4C=CC=CC=4)=CC=C4C=3C=CC=C4)=C3C(C=CC=C3)=CC=2)C2C=CC=CC=2)=CC=1.Br[C:48]1[S:52][C:51]([C:53]([OH:55])=[O:54])=[CH:50][CH:49]=1.[C:56]([C:60]#[CH:61])([CH3:59])([CH3:58])[CH3:57]. Given the product [CH3:57][C:56]([CH3:59])([CH3:58])[C:60]#[C:61][C:48]1[S:52][C:51]([C:53]([OH:55])=[O:54])=[CH:50][CH:49]=1, predict the reactants needed to synthesize it. (2) Given the product [CH2:30]([O:29][C:26]1[CH:25]=[CH:24][C:23]([S:20]([N:7]2[CH2:8][CH2:9][N:10]([C:12]([N:14]3[CH2:19][CH2:18][O:17][CH2:16][CH2:15]3)=[O:13])[CH2:11][CH:6]2[C:4]([OH:5])=[O:3])(=[O:22])=[O:21])=[CH:28][CH:27]=1)[C:31]#[C:32][CH3:33], predict the reactants needed to synthesize it. The reactants are: C([O:3][C:4]([CH:6]1[CH2:11][N:10]([C:12]([N:14]2[CH2:19][CH2:18][O:17][CH2:16][CH2:15]2)=[O:13])[CH2:9][CH2:8][N:7]1[S:20]([C:23]1[CH:28]=[CH:27][C:26]([O:29][CH2:30][C:31]#[C:32][CH3:33])=[CH:25][CH:24]=1)(=[O:22])=[O:21])=[O:5])C.O.[OH-].[Li+].